Dataset: HIV replication inhibition screening data with 41,000+ compounds from the AIDS Antiviral Screen. Task: Binary Classification. Given a drug SMILES string, predict its activity (active/inactive) in a high-throughput screening assay against a specified biological target. (1) The drug is CCOC(=O)C(=Cc1ccc(C(F)(F)F)cc1)N(CC)CC. The result is 0 (inactive). (2) The molecule is O=C1C=CC(=O)C2C1Cc1ccccc1C2c1ccccc1. The result is 0 (inactive). (3) The molecule is NNC(=O)Cn1ccnn1. The result is 0 (inactive). (4) The compound is COc1cc(O)c2c(=O)c(OC)c(-c3ccc4c(c3)OCO4)oc2c1OC. The result is 0 (inactive). (5) The molecule is O=S(=O)(c1ccccc1)C1CN2OC1(S(=O)(=O)c1ccccc1)CC2c1ccc(Br)cc1. The result is 0 (inactive). (6) The molecule is CC(=O)C1=CN=C2C(=O)N(c3ccccc3)N(C)C12C. The result is 0 (inactive). (7) The compound is CCOC(=O)c1sc2c(c1OC(=O)c1cccs1)c(=O)n(-c1ccccc1)c(=S)n2-c1ccccc1. The result is 0 (inactive). (8) The compound is CC(C)C1C=C(c2ccccc2)c2ccccc2C1C(C#N)(C#N)C(C)C. The result is 0 (inactive). (9) The result is 0 (inactive). The drug is [O-]c1c(-c2ccccc2)sc(-c2ccccc2O)[n+]1-c1ccccc1.